From a dataset of Reaction yield outcomes from USPTO patents with 853,638 reactions. Predict the reaction yield, written as a fraction of the theoretical maximum amount of product (1.0 means a 100% yield; for example, 0.34 means a 34% yield). (1) The reactants are [N:1]1[CH:6]=[CH:5][CH:4]=[C:3]([C:7](=O)[CH2:8][C:9]2[CH:13]=[CH:12][S:11][CH:10]=2)[CH:2]=1.[CH2:15]([O:17][C:18]1[CH:19]=[C:20]([CH:23]=[C:24]([N+:27]([O-:29])=[O:28])[C:25]=1[OH:26])[CH:21]=O)[CH3:16].[NH2:30][C:31]([NH2:33])=[O:32].Cl. The catalyst is CCO. The product is [CH2:15]([O:17][C:18]1[CH:19]=[C:20]([CH:21]2[C:8]([C:9]3[CH:13]=[CH:12][S:11][CH:10]=3)=[C:7]([C:3]3[CH:2]=[N:1][CH:6]=[CH:5][CH:4]=3)[NH:33][C:31](=[O:32])[NH:30]2)[CH:23]=[C:24]([N+:27]([O-:29])=[O:28])[C:25]=1[OH:26])[CH3:16]. The yield is 0.330. (2) The reactants are Cl[C:2]1[C:11]2[C:6](=[CH:7][C:8]([O:14][CH2:15][CH2:16][O:17][CH:18]3[CH2:23][CH2:22][CH2:21][CH2:20][O:19]3)=[C:9]([O:12][CH3:13])[CH:10]=2)[N:5]=[CH:4][N:3]=1.[OH:24][C:25]1[CH:30]=[CH:29][C:28]([CH2:31][C:32]([OH:34])=[O:33])=[CH:27][CH:26]=1. No catalyst specified. The product is [CH3:13][O:12][C:9]1[CH:10]=[C:11]2[C:6](=[CH:7][C:8]=1[O:14][CH2:15][CH2:16][O:17][CH:18]1[CH2:23][CH2:22][CH2:21][CH2:20][O:19]1)[N:5]=[CH:4][N:3]=[C:2]2[O:24][C:25]1[CH:26]=[CH:27][C:28]([CH2:31][C:32]([OH:34])=[O:33])=[CH:29][CH:30]=1. The yield is 0.740. (3) The reactants are [CH2:1]([S:3][C:4]1[CH:9]=[C:8]([Cl:10])[CH:7]=[C:6]([Cl:11])[CH:5]=1)[CH3:2].C([Li])CCC.CN(C)[CH:19]=[O:20]. The catalyst is O1CCCC1. The product is [Cl:10][C:8]1[CH:9]=[C:4]([S:3][CH2:1][CH3:2])[CH:5]=[C:6]([Cl:11])[C:7]=1[CH:19]=[O:20]. The yield is 0.970. (4) The reactants are CO.CN1[C:8](=[O:9])CCC1.[H-].[Na+].Br[C:13]1[N:18]=[C:17]2[N:19]([C@H:23]([C:25]3[CH:30]=[CH:29][CH:28]=[CH:27][CH:26]=3)[CH3:24])[C:20]([OH:22])=[N:21][C:16]2=[N:15][CH:14]=1. The catalyst is CCOC(C)=O. The product is [CH3:8][O:9][C:13]1[N:18]=[C:17]2[N:19]([C@H:23]([C:25]3[CH:30]=[CH:29][CH:28]=[CH:27][CH:26]=3)[CH3:24])[C:20]([OH:22])=[N:21][C:16]2=[N:15][CH:14]=1. The yield is 0.290. (5) The reactants are [CH2:1]([C:3]1[N:7]([C:8]2[C:16]3[O:15][CH2:14][C@H:13]([N:17](C(=O)C(F)(F)F)[C:18]4[CH:31]=[CH:30][C:21]5[C@H:22]([CH2:25][C:26]([O:28]C)=[O:27])[CH2:23][O:24][C:20]=5[CH:19]=4)[C:12]=3[CH:11]=[CH:10][CH:9]=2)[C:6]2[CH:38]=[C:39]([F:42])[CH:40]=[CH:41][C:5]=2[N:4]=1)[CH3:2].[OH-].[Na+].Cl. The catalyst is O1CCCC1.CO.O. The product is [CH2:1]([C:3]1[N:7]([C:8]2[C:16]3[O:15][CH2:14][C@H:13]([NH:17][C:18]4[CH:31]=[CH:30][C:21]5[C@H:22]([CH2:25][C:26]([OH:28])=[O:27])[CH2:23][O:24][C:20]=5[CH:19]=4)[C:12]=3[CH:11]=[CH:10][CH:9]=2)[C:6]2[CH:38]=[C:39]([F:42])[CH:40]=[CH:41][C:5]=2[N:4]=1)[CH3:2]. The yield is 0.850.